This data is from Full USPTO retrosynthesis dataset with 1.9M reactions from patents (1976-2016). The task is: Predict the reactants needed to synthesize the given product. (1) Given the product [NH:1]1[C:9]2[C:4](=[CH:5][CH:6]=[CH:7][CH:8]=2)[CH:3]=[C:2]1[C:10]1[C:11]([O:32][CH3:33])=[CH:12][C:13]([O:30][CH3:31])=[C:14](/[CH:16]=[CH:17]/[C:18]([C:20]2[CH:21]=[CH:22][C:23]([S:26]([NH:29][C:41](=[O:44])[CH2:42][CH3:43])(=[O:28])=[O:27])=[CH:24][CH:25]=2)=[O:19])[CH:15]=1, predict the reactants needed to synthesize it. The reactants are: [NH:1]1[C:9]2[C:4](=[CH:5][CH:6]=[CH:7][CH:8]=2)[CH:3]=[C:2]1[C:10]1[C:11]([O:32][CH3:33])=[CH:12][C:13]([O:30][CH3:31])=[C:14](/[CH:16]=[CH:17]/[C:18]([C:20]2[CH:25]=[CH:24][C:23]([S:26]([NH2:29])(=[O:28])=[O:27])=[CH:22][CH:21]=2)=[O:19])[CH:15]=1.CCN(CC)CC.[C:41](O[C:41](=[O:44])[CH2:42][CH3:43])(=[O:44])[CH2:42][CH3:43].O. (2) Given the product [CH3:37][C:35]1[C:30]2[NH:31][C:32](=[O:34])[O:33][C:29]=2[CH:28]=[C:27]([O:26][C:21]2[CH:20]=[C:19]([N:14]3[CH2:13][CH2:12][C:5]4([O:4][C:3](=[O:17])[NH:2][C:7]5[N:8]=[CH:9][CH:10]=[CH:11][C:6]4=5)[CH2:16][CH2:15]3)[N:24]=[C:23]([CH3:25])[N:22]=2)[CH:36]=1, predict the reactants needed to synthesize it. The reactants are: Cl.[NH:2]1[C:7]2[N:8]=[CH:9][CH:10]=[CH:11][C:6]=2[C:5]2([CH2:16][CH2:15][NH:14][CH2:13][CH2:12]2)[O:4][C:3]1=[O:17].Cl[C:19]1[N:24]=[C:23]([CH3:25])[N:22]=[C:21]([O:26][C:27]2[CH:36]=[C:35]([CH3:37])[C:30]3[NH:31][C:32](=[O:34])[O:33][C:29]=3[CH:28]=2)[CH:20]=1.CCN(C(C)C)C(C)C.O. (3) Given the product [O:5]1[C:6]2[C:11](=[CH:10][CH:9]=[CH:8][CH:7]=2)[CH:2]=[CH:3][C:4]1=[O:12], predict the reactants needed to synthesize it. The reactants are: O[C:2]1[C:11]2[C:6](=[CH:7][CH:8]=[CH:9][CH:10]=2)[O:5][C:4](=[O:12])[CH:3]=1.OC1C2C(=CC=C(C)C=2)OC(=O)C=1.